From a dataset of NCI-60 drug combinations with 297,098 pairs across 59 cell lines. Regression. Given two drug SMILES strings and cell line genomic features, predict the synergy score measuring deviation from expected non-interaction effect. (1) Drug 1: CC12CCC3C(C1CCC2=O)CC(=C)C4=CC(=O)C=CC34C. Drug 2: CCCCC(=O)OCC(=O)C1(CC(C2=C(C1)C(=C3C(=C2O)C(=O)C4=C(C3=O)C=CC=C4OC)O)OC5CC(C(C(O5)C)O)NC(=O)C(F)(F)F)O. Cell line: NCI-H460. Synergy scores: CSS=10.8, Synergy_ZIP=3.53, Synergy_Bliss=-2.11, Synergy_Loewe=-1.24, Synergy_HSA=-1.49. (2) Drug 1: CCC(=C(C1=CC=CC=C1)C2=CC=C(C=C2)OCCN(C)C)C3=CC=CC=C3.C(C(=O)O)C(CC(=O)O)(C(=O)O)O. Drug 2: C1=NC2=C(N=C(N=C2N1C3C(C(C(O3)CO)O)F)Cl)N. Cell line: DU-145. Synergy scores: CSS=-4.19, Synergy_ZIP=4.90, Synergy_Bliss=6.69, Synergy_Loewe=-8.41, Synergy_HSA=-4.24.